This data is from Reaction yield outcomes from USPTO patents with 853,638 reactions. The task is: Predict the reaction yield, written as a fraction of the theoretical maximum amount of product (1.0 means a 100% yield; for example, 0.34 means a 34% yield). (1) The reactants are [OH:1][C:2]1[CH:11]=[CH:10][C:5]([C:6]([O:8][CH3:9])=[O:7])=[CH:4][C:3]=1I.CN(C)C(=N)N(C)C.[C:21]1([C:27]#[CH:28])[CH:26]=[CH:25][CH:24]=[CH:23][CH:22]=1.Cl. The catalyst is CN(C=O)C.[Cu]I.Cl[Pd](Cl)([P](C1C=CC=CC=1)(C1C=CC=CC=1)C1C=CC=CC=1)[P](C1C=CC=CC=1)(C1C=CC=CC=1)C1C=CC=CC=1. The product is [CH3:9][O:8][C:6]([C:5]1[CH:10]=[CH:11][C:2]2[O:1][C:27]([C:21]3[CH:26]=[CH:25][CH:24]=[CH:23][CH:22]=3)=[CH:28][C:3]=2[CH:4]=1)=[O:7]. The yield is 0.770. (2) The reactants are [H-].[Na+].[I-].[CH3:4][S+](C)(C)=O.[F:9][C:10]([F:37])([F:36])[O:11][C:12]1[CH:17]=[CH:16][C:15]([N:18]2[CH:22]=[N:21][C:20]([C:23]3[CH:28]=[CH:27][C:26](/[CH:29]=[CH:30]/[C:31]([O:33][CH2:34][CH3:35])=[O:32])=[CH:25][CH:24]=3)=[N:19]2)=[CH:14][CH:13]=1. The catalyst is CS(C)=O. The product is [F:37][C:10]([F:9])([F:36])[O:11][C:12]1[CH:17]=[CH:16][C:15]([N:18]2[CH:22]=[N:21][C:20]([C:23]3[CH:28]=[CH:27][C:26]([CH:29]4[CH2:4][CH:30]4[C:31]([O:33][CH2:34][CH3:35])=[O:32])=[CH:25][CH:24]=3)=[N:19]2)=[CH:14][CH:13]=1. The yield is 0.410. (3) The reactants are [Cl:1][C:2]1[CH:7]=[CH:6][C:5]([C@H:8]2[C@H:13]([O:14][CH2:15][C:16]3[CH:21]=[CH:20][CH:19]=[CH:18][CH:17]=3)[C@@H:12]([O:22][CH2:23][C:24]3[CH:29]=[CH:28][CH:27]=[CH:26][CH:25]=3)[C@H:11]([O:30][CH2:31][C:32]3[CH:37]=[CH:36][CH:35]=[CH:34][CH:33]=3)[C@@H:10]([CH2:38][O:39][CH2:40][C:41]3[CH:46]=[CH:45][CH:44]=[CH:43][CH:42]=3)[O:9]2)=[CH:4][C:3]=1[CH2:47][C:48]([NH:50][CH2:51][C:52]([O:54]C)=O)=O.[NH2:56][NH2:57]. The catalyst is CO. The product is [Cl:1][C:2]1[CH:7]=[CH:6][C:5]([C@H:8]2[C@H:13]([O:14][CH2:15][C:16]3[CH:21]=[CH:20][CH:19]=[CH:18][CH:17]=3)[C@@H:12]([O:22][CH2:23][C:24]3[CH:25]=[CH:26][CH:27]=[CH:28][CH:29]=3)[C@H:11]([O:30][CH2:31][C:32]3[CH:33]=[CH:34][CH:35]=[CH:36][CH:37]=3)[C@@H:10]([CH2:38][O:39][CH2:40][C:41]3[CH:46]=[CH:45][CH:44]=[CH:43][CH:42]=3)[O:9]2)=[CH:4][C:3]=1[CH2:47][C:48]1[NH:50][CH2:51][C:52](=[O:54])[NH:57][N:56]=1. The yield is 0.770. (4) The reactants are [NH:1]1[CH2:11][CH2:10][CH2:9][CH:3]([C:4]([O:6][CH2:7][CH3:8])=[O:5])[CH2:2]1.CCN(C(C)C)C(C)C.[F:21][C:22]1[CH:30]=[CH:29][C:25]([C:26](Cl)=[O:27])=[CH:24][CH:23]=1. The catalyst is ClCCl. The product is [F:21][C:22]1[CH:30]=[CH:29][C:25]([C:26]([N:1]2[CH2:11][CH2:10][CH2:9][CH:3]([C:4]([O:6][CH2:7][CH3:8])=[O:5])[CH2:2]2)=[O:27])=[CH:24][CH:23]=1. The yield is 0.970. (5) The reactants are [CH:1]1([C:7]2[C:8]3[CH:9]=[CH:10][C:11]([C:27]([O:29]C)=[O:28])=[CH:12][C:13]=3[N:14]3[C:21]=2[C:20]2[CH:22]=[CH:23][CH:24]=[CH:25][C:19]=2[O:18][CH2:17][C@@H:16]([OH:26])[CH2:15]3)[CH2:6][CH2:5][CH2:4][CH2:3][CH2:2]1.[OH-].[Na+].[Cl-].[CH2:34]([NH+:41]([CH3:45])[CH2:42][CH2:43][Cl:44])[C:35]1[CH:40]=[CH:39][CH:38]=[CH:37][CH:36]=1. The catalyst is C1(C)C=CC=CC=1. The product is [Cl-:44].[CH2:34]([NH+:41]([CH3:45])[CH2:42][CH2:43][O:26][C@H:16]1[CH2:15][N:14]2[C:13]3[CH:12]=[C:11]([C:27]([OH:29])=[O:28])[CH:10]=[CH:9][C:8]=3[C:7]([CH:1]3[CH2:6][CH2:5][CH2:4][CH2:3][CH2:2]3)=[C:21]2[C:20]2[CH:22]=[CH:23][CH:24]=[CH:25][C:19]=2[O:18][CH2:17]1)[C:35]1[CH:40]=[CH:39][CH:38]=[CH:37][CH:36]=1. The yield is 0.250. (6) The yield is 0.780. The catalyst is CN(C=O)C. The reactants are [CH2:1]([N:3]1[CH2:8][C:7]([CH3:10])([CH3:9])[O:6][C:5](=[O:11])[CH:4]1[CH2:12][C:13]([OH:15])=O)[CH3:2].C(N(C(C)C)CC)(C)C.CN(C(ON1N=NC2C=CC=NC1=2)=[N+](C)C)C.F[P-](F)(F)(F)(F)F.[NH2:49][CH:50]1[CH2:55][CH2:54][N:53]([CH2:56][C:57]2[CH:62]=[CH:61][CH:60]=[CH:59][CH:58]=2)[CH2:52][CH2:51]1. The product is [CH2:56]([N:53]1[CH2:54][CH2:55][CH:50]([NH:49][C:13](=[O:15])[CH2:12][CH:4]2[C:5](=[O:11])[O:6][C:7]([CH3:9])([CH3:10])[CH2:8][N:3]2[CH2:1][CH3:2])[CH2:51][CH2:52]1)[C:57]1[CH:58]=[CH:59][CH:60]=[CH:61][CH:62]=1.